Predict the reactants needed to synthesize the given product. From a dataset of Full USPTO retrosynthesis dataset with 1.9M reactions from patents (1976-2016). (1) Given the product [C:1]([C:22]1[CH:23]=[C:18]([CH2:17][CH:11]([CH2:9][CH3:10])[C:12]([O:14][CH2:15][CH3:16])=[O:13])[CH:19]=[CH:20][C:21]=1[O:24][CH3:25])(=[O:3])[CH3:2], predict the reactants needed to synthesize it. The reactants are: [C:1](Cl)(=[O:3])[CH3:2].[Cl-].[Al+3].[Cl-].[Cl-].[CH2:9]([CH:11]([CH2:17][C:18]1[CH:23]=[CH:22][C:21]([O:24][CH3:25])=[CH:20][CH:19]=1)[C:12]([O:14][CH2:15][CH3:16])=[O:13])[CH3:10]. (2) Given the product [Cl:1][C:2]1[CH:7]=[CH:6][C:5]([O:8][CH2:13][CH2:12][C:11]([O:15][CH2:16][CH3:17])=[O:14])=[C:4]([CH3:9])[CH:3]=1, predict the reactants needed to synthesize it. The reactants are: [Cl:1][C:2]1[CH:7]=[CH:6][C:5]([OH:8])=[C:4]([CH3:9])[CH:3]=1.[Na].[C:11]([O:15][CH2:16][CH3:17])(=[O:14])[CH:12]=[CH2:13]. (3) Given the product [Cl:1][C:2]1[CH:11]=[CH:10][C:9]2[NH:8][C:7](=[O:34])[C:6]3[N:12]=[CH:13][N:14]([CH2:15][C:16]4[CH:21]=[CH:20][C:19]([O:22][CH3:23])=[CH:18][C:17]=4[O:24][CH3:25])[C:5]=3[C:4]=2[CH:3]=1, predict the reactants needed to synthesize it. The reactants are: [Cl:1][C:2]1[CH:11]=[CH:10][C:9]2[N:8]=[CH:7][C:6]3[N:12]=[CH:13][N:14]([CH2:15][C:16]4[CH:21]=[CH:20][C:19]([O:22][CH3:23])=[CH:18][C:17]=4[O:24][CH3:25])[C:5]=3[C:4]=2[CH:3]=1.ClC1C=CC=C(C(OO)=[O:34])C=1.C(Cl)Cl.